Task: Predict the reactants needed to synthesize the given product.. Dataset: Full USPTO retrosynthesis dataset with 1.9M reactions from patents (1976-2016) (1) The reactants are: C[Si]([Cl:5])(C)C.[OH-].[CH:7]1([Sn+:13]([CH:20]2[CH2:25][CH2:24][CH2:23][CH2:22][CH2:21]2)[CH:14]2[CH2:19][CH2:18][CH2:17][CH2:16][CH2:15]2)[CH2:12][CH2:11][CH2:10][CH2:9][CH2:8]1. Given the product [CH:20]1([Sn:13]([Cl:5])([CH:7]2[CH2:8][CH2:9][CH2:10][CH2:11][CH2:12]2)[CH:14]2[CH2:19][CH2:18][CH2:17][CH2:16][CH2:15]2)[CH2:21][CH2:22][CH2:23][CH2:24][CH2:25]1, predict the reactants needed to synthesize it. (2) Given the product [CH:1]1([C:4]2[NH:8][N:7]=[C:6]([NH:9][C:10]3[CH:15]=[CH:14][N:13]=[C:12]([NH:16][CH2:17][C:18]4[C:32]([F:33])=[CH:31][C:21]5[NH:22][CH:23]=[N:24][C:20]=5[CH:19]=4)[N:11]=3)[CH:5]=2)[CH2:2][CH2:3]1, predict the reactants needed to synthesize it. The reactants are: [CH:1]1([C:4]2[NH:8][N:7]=[C:6]([NH:9][C:10]3[CH:15]=[CH:14][N:13]=[C:12]([NH:16][CH2:17][C:18]4[C:32]([F:33])=[CH:31][C:21]5[N:22](C6CCCCO6)[CH:23]=[N:24][C:20]=5[CH:19]=4)[N:11]=3)[CH:5]=2)[CH2:3][CH2:2]1.CC1C=CC(S(O)(=O)=O)=CC=1.O. (3) Given the product [I:21][C:7]1[S:6][C:5]([Si:4]([CH:1]([CH3:3])[CH3:2])([CH:10]([CH3:12])[CH3:11])[CH:13]([CH3:15])[CH3:14])=[N:9][CH:8]=1, predict the reactants needed to synthesize it. The reactants are: [CH:1]([Si:4]([CH:13]([CH3:15])[CH3:14])([CH:10]([CH3:12])[CH3:11])[C:5]1[S:6][CH:7]=[CH:8][N:9]=1)([CH3:3])[CH3:2].C([Li])CCC.[I:21]CCI. (4) Given the product [CH3:17][N:18]([CH3:20])[CH:19]=[C:8]([N:6]1[CH:7]=[C:3]([C:1]#[N:2])[N:4]=[N:5]1)[C:9]([O:11][CH2:12][CH3:13])=[O:10], predict the reactants needed to synthesize it. The reactants are: [C:1]([C:3]1[N:4]=[N:5][N:6]([CH2:8][C:9]([O:11][CH2:12][CH3:13])=[O:10])[CH:7]=1)#[N:2].C(O[CH:17](OCC)[N:18]([CH3:20])[CH3:19])C. (5) Given the product [NH2:7][CH:8]1[CH2:13][CH2:12][N:11]([C:14]([C:16]2[C:24]3[C:19](=[CH:20][C:21]([Cl:25])=[CH:22][CH:23]=3)[NH:18][CH:17]=2)=[O:15])[CH2:10][CH2:9]1, predict the reactants needed to synthesize it. The reactants are: C(OC(=O)[NH:7][CH:8]1[CH2:13][CH2:12][N:11]([C:14]([C:16]2[C:24]3[C:19](=[CH:20][C:21]([Cl:25])=[CH:22][CH:23]=3)[NH:18][CH:17]=2)=[O:15])[CH2:10][CH2:9]1)(C)(C)C.C(O)(C(F)(F)F)=O.C([O-])(O)=O.[Na+].